Dataset: Forward reaction prediction with 1.9M reactions from USPTO patents (1976-2016). Task: Predict the product of the given reaction. (1) Given the reactants C[O:2][C:3]1[CH:8]=[CH:7][N:6]=[CH:5][CH:4]=1.[C:9](Cl)(=[O:11])[CH3:10].[Si](OS(C(F)(F)F)(=O)=O)(C)(C)C.[C:25]1([Mg]Cl)[CH:30]=[CH:29][CH:28]=[CH:27][CH:26]=1, predict the reaction product. The product is: [C:9]([N:6]1[CH:7]=[CH:8][C:3](=[O:2])[CH2:4][CH:5]1[C:25]1[CH:30]=[CH:29][CH:28]=[CH:27][CH:26]=1)(=[O:11])[CH3:10]. (2) Given the reactants [CH3:1][C:2]1[CH:3]=[C:4]([C:19]2[S:23][C:22]([C:24]3([C:30]#[N:31])[CH2:29][CH2:28][CH2:27][CH2:26][CH2:25]3)=[N:21][CH:20]=2)[CH:5]=[C:6]([NH:8][C:9]2[N:14]=[C:13]([C:15]([F:18])([F:17])[F:16])[CH:12]=[CH:11][N:10]=2)[CH:7]=1.[OH-:32].[Na+].Cl, predict the reaction product. The product is: [CH3:1][C:2]1[CH:3]=[C:4]([C:19]2[S:23][C:22]([C:24]3([C:30]([NH2:31])=[O:32])[CH2:25][CH2:26][CH2:27][CH2:28][CH2:29]3)=[N:21][CH:20]=2)[CH:5]=[C:6]([NH:8][C:9]2[N:14]=[C:13]([C:15]([F:18])([F:17])[F:16])[CH:12]=[CH:11][N:10]=2)[CH:7]=1.